This data is from Forward reaction prediction with 1.9M reactions from USPTO patents (1976-2016). The task is: Predict the product of the given reaction. (1) Given the reactants [CH:1]([C:4]1[CH:10]=[CH:9][C:7]([NH2:8])=[C:6]([N+:11]([O-:13])=[O:12])[CH:5]=1)([CH3:3])[CH3:2].[H-].[Na+].Br[CH2:17][CH:18]([O:27][CH2:28][CH:29]([CH3:31])[CH3:30])[CH2:19][C:20]1[CH:25]=[CH:24][C:23]([Cl:26])=[CH:22][CH:21]=1, predict the reaction product. The product is: [Cl:26][C:23]1[CH:22]=[CH:21][C:20]([CH2:19][CH:18]([O:27][CH2:28][CH:29]([CH3:31])[CH3:30])[CH2:17][NH:8][C:7]2[CH:9]=[CH:10][C:4]([CH:1]([CH3:3])[CH3:2])=[CH:5][C:6]=2[N+:11]([O-:13])=[O:12])=[CH:25][CH:24]=1. (2) Given the reactants [OH:1][C:2]1[CH:3]=[C:4]2[C:9](=[CH:10][CH:11]=1)[CH:8]=[C:7]([NH:12][C:13](=[O:21])[CH2:14][C:15]1[CH:20]=[CH:19][CH:18]=[CH:17][CH:16]=1)[CH:6]=[CH:5]2.Cl[C:23]1[C:32]2[C:27](=[CH:28][C:29]([O:35][CH3:36])=[C:30]([O:33][CH3:34])[CH:31]=2)[N:26]=[CH:25][N:24]=1, predict the reaction product. The product is: [CH3:34][O:33][C:30]1[CH:31]=[C:32]2[C:27](=[CH:28][C:29]=1[O:35][CH3:36])[N:26]=[CH:25][N:24]=[C:23]2[O:1][C:2]1[CH:3]=[C:4]2[C:9](=[CH:10][CH:11]=1)[CH:8]=[C:7]([NH:12][C:13](=[O:21])[CH2:14][C:15]1[CH:16]=[CH:17][CH:18]=[CH:19][CH:20]=1)[CH:6]=[CH:5]2. (3) Given the reactants [C:1]([C:3]1[N:8]=[C:7]([NH:9][C:10]2[CH:15]=[C:14]([C:16]([F:19])([F:18])[F:17])[CH:13]=[CH:12][N:11]=2)[CH:6]=[C:5]([CH3:20])[CH:4]=1)#[CH:2].[Cl:21][C:22]1[C:23]2[N:24]([N:28]=[N:29][N:30]=2)[CH:25]=[CH:26][CH:27]=1.O1CCOCC1, predict the reaction product. The product is: [Cl:21][C:22]1[C:23]([N:30]2[CH:2]=[C:1]([C:3]3[N:8]=[C:7]([NH:9][C:10]4[CH:15]=[C:14]([C:16]([F:18])([F:19])[F:17])[CH:13]=[CH:12][N:11]=4)[CH:6]=[C:5]([CH3:20])[CH:4]=3)[N:28]=[N:29]2)=[N:24][CH:25]=[CH:26][CH:27]=1. (4) Given the reactants C([C@H]1CCC(=O)N1CCCCCCC(OC)=O)=O.[OH:19][CH2:20][C@H:21]1[CH2:25][CH2:24][C:23](=[O:26])[N:22]1[CH2:27][CH2:28][CH2:29][C:30]1[S:34][C:33]([C:35]([O:37][CH3:38])=[O:36])=[CH:32][CH:31]=1.ClCCl, predict the reaction product. The product is: [CH:20]([C@H:21]1[CH2:25][CH2:24][C:23](=[O:26])[N:22]1[CH2:27][CH2:28][CH2:29][C:30]1[S:34][C:33]([C:35]([O:37][CH3:38])=[O:36])=[CH:32][CH:31]=1)=[O:19].